Regression. Given a peptide amino acid sequence and an MHC pseudo amino acid sequence, predict their binding affinity value. This is MHC class I binding data. From a dataset of Peptide-MHC class I binding affinity with 185,985 pairs from IEDB/IMGT. (1) The peptide sequence is LGSLGLRKR. The MHC is HLA-A11:01 with pseudo-sequence HLA-A11:01. The binding affinity (normalized) is 0. (2) The peptide sequence is YLFIRKNVI. The MHC is HLA-B08:01 with pseudo-sequence HLA-B08:01. The binding affinity (normalized) is 1.00. (3) The peptide sequence is APAKKAAPA. The MHC is HLA-A02:06 with pseudo-sequence HLA-A02:06. The binding affinity (normalized) is 0.301.